Dataset: Full USPTO retrosynthesis dataset with 1.9M reactions from patents (1976-2016). Task: Predict the reactants needed to synthesize the given product. (1) Given the product [C:28]([O:27][C:26](=[O:32])[NH:25][C:22]([CH3:23])([CH3:24])[CH2:21][CH2:20][N:19]1[C:14]2[CH:15]=[CH:16][CH:17]=[CH:18][C:13]=2[C:6]([CH2:7][CH2:8][CH3:9])([CH2:10][CH2:11][CH3:12])[O:5][C:1]1=[O:2])([CH3:30])([CH3:29])[CH3:31], predict the reactants needed to synthesize it. The reactants are: [C:1](Cl)(Cl)=[O:2].[OH:5][C:6]([C:13]1[CH:18]=[CH:17][CH:16]=[CH:15][C:14]=1[NH:19][CH2:20][CH2:21][C:22]([NH:25][C:26](=[O:32])[O:27][C:28]([CH3:31])([CH3:30])[CH3:29])([CH3:24])[CH3:23])([CH2:10][CH2:11][CH3:12])[CH2:7][CH2:8][CH3:9].C(N(CC)CC)C.N. (2) Given the product [Cl:1][C:2]1[CH:3]=[C:4]([CH:15]=[CH:16][C:17]=1[Cl:18])[CH2:5][O:6][C:7]1[CH:8]=[CH:9][C:10]([CH2:11][N:20]2[CH2:23][CH:22]([C:24]([OH:26])=[O:25])[CH2:21]2)=[C:13]([CH3:27])[CH:14]=1, predict the reactants needed to synthesize it. The reactants are: [Cl:1][C:2]1[C:3](C)=[C:4]([CH:15]=[CH:16][C:17]=1[Cl:18])[CH2:5][O:6][C:7]1[CH:14]=[CH:13][C:10]([CH:11]=O)=[CH:9][CH:8]=1.[NH:20]1[CH2:23][CH:22]([C:24]([OH:26])=[O:25])[CH2:21]1.[CH3:27]C(O)=O.[BH3-]C#N.[Na+].Cl. (3) The reactants are: [OH2:1].O.O.O.O.[N+]([O-])([O-])=[O:7].[Bi+3:10].[N+]([O-])([O-])=[O:12].[N+]([O-])([O-])=[O:16].[N+]([O-])([O-])=[O:20].[K+].[N+]([O-])([O-])=[O:25].[Cs+].[NH4+].[NH4+].O.O.O.O.[O-:35][Mo:36]([O-])(=O)=O. Given the product [O-2:7].[O-2:12].[O-2:16].[O-2:20].[O-2:25].[O-2:35].[O-2:1].[O-2:7].[O-2:7].[Mo:36].[Mo:36].[Bi+3:10].[Bi+3:10], predict the reactants needed to synthesize it. (4) Given the product [ClH:20].[CH3:13][O:14][C:15]1[CH:16]=[C:17]([CH:21]=[C:22]([O:26][CH3:27])[C:23]=1[O:24][CH3:25])[C:18]([O:1][CH2:2][CH2:3][NH:4][CH3:5])=[O:19], predict the reactants needed to synthesize it. The reactants are: [OH:1][CH2:2][CH2:3][N:4](C)[C:5](=O)OC(C)(C)C.[CH3:13][O:14][C:15]1[CH:16]=[C:17]([CH:21]=[C:22]([O:26][CH3:27])[C:23]=1[O:24][CH3:25])[C:18]([Cl:20])=[O:19].N1C=CC=CC=1. (5) Given the product [CH3:25][O:24][C:3]1[CH:4]=[C:5]2[C:10](=[CH:11][C:2]=1[O:1][CH2:40][CH2:41][N:36]1[CH2:34][CH2:33][CH2:39][CH2:38][CH2:37]1)[N:9]=[CH:8][CH:7]=[C:6]2[O:12][C:13]1[C:14]([CH3:23])=[N:15][C:16]2[C:21]([CH:22]=1)=[CH:20][CH:19]=[CH:18][N:17]=2, predict the reactants needed to synthesize it. The reactants are: [OH:1][C:2]1[CH:11]=[C:10]2[C:5]([C:6]([O:12][C:13]3[C:14]([CH3:23])=[N:15][C:16]4[C:21]([CH:22]=3)=[CH:20][CH:19]=[CH:18][N:17]=4)=[CH:7][CH:8]=[N:9]2)=[CH:4][C:3]=1[O:24][CH3:25].C(=O)([O-])[O-].[K+].[K+].Br[CH2:33][CH2:34]Cl.[NH:36]1[CH2:41][CH2:40][CH2:39][CH2:38][CH2:37]1. (6) The reactants are: [Br:1][C:2]1[CH:3]=[C:4]([NH:10][C:11](=[O:17])[O:12][C:13]([CH3:16])([CH3:15])[CH3:14])[C:5](=[O:9])[N:6]([CH3:8])[CH:7]=1.[H-].[Na+].[CH3:20]I. Given the product [Br:1][C:2]1[CH:3]=[C:4]([N:10]([CH3:20])[C:11](=[O:17])[O:12][C:13]([CH3:14])([CH3:16])[CH3:15])[C:5](=[O:9])[N:6]([CH3:8])[CH:7]=1, predict the reactants needed to synthesize it. (7) Given the product [CH3:27][C:2]([CH3:1])([CH3:26])[CH2:3][CH2:4][NH:5][C:6]([NH:8][C:9]1[CH:14]=[C:13]([C:34]2[C:45]([CH3:46])=[N:44][C:37]3[N:38]=[C:39]([S:42][CH3:43])[N:40]=[CH:41][C:36]=3[CH:35]=2)[C:12]([CH3:24])=[CH:11][C:10]=1[F:25])=[O:7], predict the reactants needed to synthesize it. The reactants are: [CH3:1][C:2]([CH3:27])([CH3:26])[CH2:3][CH2:4][NH:5][C:6]([NH:8][C:9]1[CH:14]=[C:13](B2OC(C)(C)C(C)(C)O2)[C:12]([CH3:24])=[CH:11][C:10]=1[F:25])=[O:7].FC(F)(F)S(O[C:34]1[C:45]([CH3:46])=[N:44][C:37]2[N:38]=[C:39]([S:42][CH3:43])[N:40]=[CH:41][C:36]=2[CH:35]=1)(=O)=O.C([O-])([O-])=O.[K+].[K+].